Dataset: Forward reaction prediction with 1.9M reactions from USPTO patents (1976-2016). Task: Predict the product of the given reaction. (1) Given the reactants [F:1][C:2]([F:19])([F:18])[CH2:3][CH2:4][CH2:5][O:6][C:7]1[CH:17]=[CH:16][C:10]([C:11]([O:13]CC)=[O:12])=[CH:9][CH:8]=1.[Li+].[OH-].CCO, predict the reaction product. The product is: [F:1][C:2]([F:18])([F:19])[CH2:3][CH2:4][CH2:5][O:6][C:7]1[CH:17]=[CH:16][C:10]([C:11]([OH:13])=[O:12])=[CH:9][CH:8]=1. (2) Given the reactants [F:1][CH2:2][S:3]([C:6]1[CH:11]=[CH:10][C:9]([Cl:12])=[CH:8][CH:7]=1)(=[O:5])=[O:4].[NH2:13][NH2:14].O.CO, predict the reaction product. The product is: [ClH:12].[F:1][CH2:2][S:3]([C:6]1[CH:11]=[CH:10][C:9]([NH:13][NH2:14])=[CH:8][CH:7]=1)(=[O:5])=[O:4]. (3) Given the reactants C[O:2][C:3](=O)[C:4]1[CH:9]=[C:8]([NH:10][S:11]([C:14]2[CH:19]=[C:18]([Br:20])[CH:17]=[CH:16][C:15]=2[O:21][CH3:22])(=[O:13])=[O:12])[CH:7]=[N:6][CH:5]=1.[OH-].[NH4+:25], predict the reaction product. The product is: [Br:20][C:18]1[CH:17]=[CH:16][C:15]([O:21][CH3:22])=[C:14]([S:11]([NH:10][C:8]2[CH:7]=[N:6][CH:5]=[C:4]([CH:9]=2)[C:3]([NH2:25])=[O:2])(=[O:13])=[O:12])[CH:19]=1.